From a dataset of Full USPTO retrosynthesis dataset with 1.9M reactions from patents (1976-2016). Predict the reactants needed to synthesize the given product. (1) Given the product [F:1][C:2]1[CH:7]=[CH:6][CH:5]=[CH:4][C:3]=1[C@@H:8]1[NH:13][C:12](=[O:14])[C@H:11]([CH2:15][CH:16]([CH3:18])[CH3:17])[N:10]([C:28]([C@@H:26]2[CH2:27][C@H:25]2[C:19]2[CH:24]=[CH:23][CH:22]=[CH:21][CH:20]=2)=[O:29])[CH2:9]1, predict the reactants needed to synthesize it. The reactants are: [F:1][C:2]1[CH:7]=[CH:6][CH:5]=[CH:4][C:3]=1[C@@H:8]1[NH:13][C:12](=[O:14])[C@H:11]([CH2:15][CH:16]([CH3:18])[CH3:17])[NH:10][CH2:9]1.[C:19]1([C@@H:25]2[CH2:27][C@H:26]2[C:28](O)=[O:29])[CH:24]=[CH:23][CH:22]=[CH:21][CH:20]=1.C([C@@H]1N(C([C@@H]2C[C@H]2C2C=CC=CC=2)=O)C[C@H](CC(C)C)NC1=O)C(C)C. (2) Given the product [F:43][CH2:44][CH2:45][NH:46][C:24]([CH2:23][NH:22][C:20]([C:18]1[S:19][C:15]([C:12]2[CH2:11][C:10]([C:4]3[CH:5]=[C:6]([Cl:9])[C:7]([F:8])=[C:2]([Cl:1])[CH:3]=3)([C:30]([F:31])([F:32])[F:33])[O:14][N:13]=2)=[C:16]2[CH2:29][CH2:28][CH2:27][C:17]=12)=[O:21])=[O:26], predict the reactants needed to synthesize it. The reactants are: [Cl:1][C:2]1[CH:3]=[C:4]([C:10]2([C:30]([F:33])([F:32])[F:31])[O:14][N:13]=[C:12]([C:15]3[S:19][C:18]([C:20]([NH:22][CH2:23][C:24]([OH:26])=O)=[O:21])=[C:17]4[CH2:27][CH2:28][CH2:29][C:16]=34)[CH2:11]2)[CH:5]=[C:6]([Cl:9])[C:7]=1[F:8].C(N(CC)C(C)C)(C)C.[F:43][CH2:44][CH2:45][NH2:46].CN(C(ON1N=NC2C=CC=NC1=2)=[N+](C)C)C.F[P-](F)(F)(F)(F)F. (3) Given the product [C:35]([NH:27][C:26]1[NH:25][C:23](=[O:24])[C:22]2[N:21]=[CH:20][N:19]([C:29]=2[N:28]=1)[C@@H:12]1[O:13][C@H:14]([CH2:17][OH:18])[C@@H:15]([OH:16])[C@H:11]1[O:10][CH2:1][CH2:2][CH2:3][CH2:4][CH2:5][CH2:6][CH2:7][CH2:8][CH3:9])(=[O:39])[CH:36]([CH3:38])[CH3:37], predict the reactants needed to synthesize it. The reactants are: [CH2:1]([O:10][C@@H:11]1[C@H:15]([OH:16])[C@@H:14]([CH2:17][OH:18])[O:13][C@H:12]1[N:19]1[C:29]2[N:28]=[C:26]([NH2:27])[NH:25][C:23](=[O:24])[C:22]=2[N:21]=[CH:20]1)[CH2:2][CH2:3][CH2:4][CH2:5][CH2:6][CH2:7][CH2:8][CH3:9].C[Si](Cl)(C)C.[C:35](Cl)(=[O:39])[CH:36]([CH3:38])[CH3:37].